This data is from Reaction yield outcomes from USPTO patents with 853,638 reactions. The task is: Predict the reaction yield, written as a fraction of the theoretical maximum amount of product (1.0 means a 100% yield; for example, 0.34 means a 34% yield). (1) The reactants are [C:1]([O:5][C:6]([N:8]1[CH2:13][CH2:12][NH:11][CH2:10][CH2:9]1)=[O:7])([CH3:4])([CH3:3])[CH3:2].[CH2:14](Br)[C:15]#[CH:16].C(=O)([O-])[O-].[K+].[K+]. The catalyst is C(#N)C.ClCCl. The product is [C:1]([O:5][C:6]([N:8]1[CH2:13][CH2:12][N:11]([CH2:16][C:15]#[CH:14])[CH2:10][CH2:9]1)=[O:7])([CH3:4])([CH3:2])[CH3:3]. The yield is 0.460. (2) The reactants are [Br:1][C:2]1[CH:7]=[CH:6][C:5]([CH2:8][CH2:9][CH2:10]O)=[CH:4][CH:3]=1.C1C=CC(P(C2C=CC=CC=2)C2C=CC=CC=2)=CC=1.C(Br)(Br)(Br)[Br:32]. The catalyst is C1COCC1. The product is [Br:1][C:2]1[CH:7]=[CH:6][C:5]([CH2:8][CH2:9][CH2:10][Br:32])=[CH:4][CH:3]=1. The yield is 0.660. (3) The reactants are [CH3:1][O:2][C:3]([CH:5]1[CH2:10][CH2:9][CH:8]([CH2:11][O:12]CC2C=CC=CC=2)[CH2:7][CH2:6]1)=[O:4]. The catalyst is CO.[Pd]. The product is [CH3:1][O:2][C:3]([C@H:5]1[CH2:10][CH2:9][C@H:8]([CH2:11][OH:12])[CH2:7][CH2:6]1)=[O:4]. The yield is 0.720.